This data is from Full USPTO retrosynthesis dataset with 1.9M reactions from patents (1976-2016). The task is: Predict the reactants needed to synthesize the given product. (1) Given the product [F:31][C:20]1[CH:19]=[C:18]([CH:23]=[C:22]([N:24]2[CH2:25][CH2:26][CH:27]([CH3:30])[CH2:28][CH2:29]2)[CH:21]=1)[C:17]([NH:16][C:9]1[C:10]2[C:15](=[CH:14][CH:13]=[CH:12][CH:11]=2)[C:6]([O:5][CH2:4][C:3]([NH:34][NH2:35])=[O:33])=[CH:7][CH:8]=1)=[O:32], predict the reactants needed to synthesize it. The reactants are: CO[C:3](=[O:33])[CH2:4][O:5][C:6]1[C:15]2[C:10](=[CH:11][CH:12]=[CH:13][CH:14]=2)[C:9]([NH:16][C:17](=[O:32])[C:18]2[CH:23]=[C:22]([N:24]3[CH2:29][CH2:28][CH:27]([CH3:30])[CH2:26][CH2:25]3)[CH:21]=[C:20]([F:31])[CH:19]=2)=[CH:8][CH:7]=1.[NH2:34][NH2:35]. (2) Given the product [Br-:13].[CH3:9][N:8]1[CH2:10][CH2:11][CH2:12][C@H:7]1[C:5]1[CH:6]=[N+:1]([CH2:24][CH2:23][CH2:22][CH2:21][CH2:20][CH2:19][CH2:18][CH2:17][CH2:16][CH:15]=[CH2:14])[CH:2]=[CH:3][CH:4]=1, predict the reactants needed to synthesize it. The reactants are: [N:1]1[CH:6]=[C:5]([C@@H:7]2[CH2:12][CH2:11][CH2:10][N:8]2[CH3:9])[CH:4]=[CH:3][CH:2]=1.[Br:13][CH2:14][CH2:15][CH2:16][CH2:17][CH2:18][CH2:19][CH2:20][CH2:21][CH2:22][CH:23]=[CH2:24]. (3) Given the product [F:1][C:2]1[CH:9]=[CH:8][C:7]([O:10][CH3:11])=[CH:6][C:3]=1[CH:4]=[C:20]1[C:19]2[CH:18]=[CH:17][CH:16]=[CH:15][C:14]=2[CH2:13][CH2:12][C:26]2[CH:25]=[CH:24][CH:23]=[CH:22][C:21]1=2, predict the reactants needed to synthesize it. The reactants are: [F:1][C:2]1[CH:9]=[CH:8][C:7]([O:10][CH3:11])=[CH:6][C:3]=1[CH:4]=O.[CH2:12]1[C:26]2[C:21](=[CH:22][CH:23]=[CH:24][CH:25]=2)[CH2:20][C:19]2[C:14](=[CH:15][CH:16]=[CH:17][CH:18]=2)[CH2:13]1. (4) Given the product [CH3:24][C:25]([CH3:29])([CH3:28])[C:26]#[C:27][C:2]1[CH:7]=[CH:6][C:5]([CH2:8][CH2:9][S:10]([NH:13][C:14]2[CH:19]=[CH:18][CH:17]=[CH:16][C:15]=2[S:20]([NH2:23])(=[O:22])=[O:21])(=[O:12])=[O:11])=[CH:4][CH:3]=1, predict the reactants needed to synthesize it. The reactants are: Br[C:2]1[CH:7]=[CH:6][C:5]([CH2:8][CH2:9][S:10]([NH:13][C:14]2[CH:19]=[CH:18][CH:17]=[CH:16][C:15]=2[S:20]([NH2:23])(=[O:22])=[O:21])(=[O:12])=[O:11])=[CH:4][CH:3]=1.[CH3:24][C:25]([CH3:29])([CH3:28])[C:26]#[CH:27]. (5) Given the product [CH3:1][C:2]1[CH:7]=[CH:6][C:5]([S:8]([O:11][CH2:12][CH:13]2[O:18][C:17]3[C:19]([CH:26]=[CH:27][CH3:28])=[C:20]([N+:23]([O-:25])=[O:24])[CH:21]=[CH:22][C:16]=3[O:15][CH2:14]2)(=[O:9])=[O:10])=[CH:4][CH:3]=1, predict the reactants needed to synthesize it. The reactants are: [CH3:1][C:2]1[CH:7]=[CH:6][C:5]([S:8]([O:11][CH2:12][C@@H:13]2[O:18][C:17]3[C:19]([CH2:26][CH:27]=[CH2:28])=[C:20]([N+:23]([O-:25])=[O:24])[CH:21]=[CH:22][C:16]=3[O:15][CH2:14]2)(=[O:10])=[O:9])=[CH:4][CH:3]=1.S(C1C=CC(C)=CC=1)([O-])(=O)=O. (6) Given the product [CH:2]1([S:5][C:6]2[CH:11]=[CH:10][CH:9]=[CH:8][C:7]=2[CH2:12][NH:13][C:25](=[O:26])[C:24]([F:35])([F:34])[F:23])[CH2:4][CH2:3]1, predict the reactants needed to synthesize it. The reactants are: Cl.[CH:2]1([S:5][C:6]2[CH:11]=[CH:10][CH:9]=[CH:8][C:7]=2[CH2:12][NH2:13])[CH2:4][CH2:3]1.CCN(C(C)C)C(C)C.[F:23][C:24]([F:35])([F:34])[C:25](O[C:25](=[O:26])[C:24]([F:35])([F:34])[F:23])=[O:26]. (7) The reactants are: [C:1]([CH:4]([C:38](=O)[CH3:39])[CH:5]([C:30]1[CH:35]=[CH:34][C:33]([C:36]#[N:37])=[CH:32][CH:31]=1)[CH:6]([C:17]([NH:19][C:20]1[CH:25]=[CH:24][CH:23]=[C:22]([C:26]([F:29])([F:28])[F:27])[CH:21]=1)=[O:18])[C:7]([O:9][CH2:10][C:11]1[CH:16]=[CH:15][CH:14]=[CH:13][CH:12]=1)=[O:8])(=[O:3])[CH3:2].S([O-])([O-])(=O)=O.[Mg+2]. Given the product [C:1]([C:4]1[CH:5]([C:30]2[CH:35]=[CH:34][C:33]([C:36]#[N:37])=[CH:32][CH:31]=2)[CH:6]([C:7]([O:9][CH2:10][C:11]2[CH:16]=[CH:15][CH:14]=[CH:13][CH:12]=2)=[O:8])[C:17](=[O:18])[N:19]([C:20]2[CH:25]=[CH:24][CH:23]=[C:22]([C:26]([F:28])([F:29])[F:27])[CH:21]=2)[C:38]=1[CH3:39])(=[O:3])[CH3:2], predict the reactants needed to synthesize it.